This data is from CYP2C19 inhibition data for predicting drug metabolism from PubChem BioAssay. The task is: Regression/Classification. Given a drug SMILES string, predict its absorption, distribution, metabolism, or excretion properties. Task type varies by dataset: regression for continuous measurements (e.g., permeability, clearance, half-life) or binary classification for categorical outcomes (e.g., BBB penetration, CYP inhibition). Dataset: cyp2c19_veith. The molecule is COc1ccc(-n2c(=O)c(C)nc3cnc(N4CCOCC4)nc32)cc1. The result is 0 (non-inhibitor).